This data is from Catalyst prediction with 721,799 reactions and 888 catalyst types from USPTO. The task is: Predict which catalyst facilitates the given reaction. (1) Reactant: [F:1][C:2]([F:35])([F:34])[C:3]1[N:7]2[CH2:8][CH2:9][N:10]([C:12](=[O:33])[CH2:13][C@H:14]([NH:25]C(=O)OC(C)(C)C)[CH2:15][C:16]3[CH:21]=[C:20]([F:22])[C:19]([F:23])=[CH:18][C:17]=3[F:24])[CH2:11][C:6]2=[N:5][N:4]=1.Cl. Product: [CH:21]1[C:16]([CH2:15][C@@H:14]([NH2:25])[CH2:13][C:12]([N:10]2[CH2:11][C:6]3=[N:5][N:4]=[C:3]([C:2]([F:35])([F:34])[F:1])[N:7]3[CH2:8][CH2:9]2)=[O:33])=[C:17]([F:24])[CH:18]=[C:19]([F:23])[C:20]=1[F:22]. The catalyst class is: 41. (2) Reactant: Cl.CS(O[CH2:7][C@H:8]([NH2:36])[CH2:9][O:10][C:11]1[CH:12]=[N:13][CH:14]=[C:15]([C:17]2[CH:18]=[C:19]3[C:24](=[C:25]([NH2:27])[N:26]=2)[CH:23]=[N:22][C:21]2[CH:28]=[C:29]([O:34][CH3:35])[C:30]([O:32][CH3:33])=[CH:31][C:20]3=2)[CH:16]=1)(=O)=O.[CH3:37][NH:38][CH2:39][C:40]1[CH:41]=[N:42][CH:43]=[CH:44][CH:45]=1.[I-].[Na+].C(N(C(C)C)CC)(C)C. Product: [NH2:27][C:25]1[N:26]=[C:17]([C:15]2[CH:16]=[C:11]([O:10][CH2:9][C@@H:8]([NH2:36])[CH2:7][N:38]([CH3:37])[CH2:39][C:40]3[CH:41]=[N:42][CH:43]=[CH:44][CH:45]=3)[CH:12]=[N:13][CH:14]=2)[CH:18]=[C:19]2[C:24]=1[CH:23]=[N:22][C:21]1[CH:28]=[C:29]([O:34][CH3:35])[C:30]([O:32][CH3:33])=[CH:31][C:20]2=1. The catalyst class is: 3. (3) Reactant: [Cl:1][C:2]1[CH:3]=[N:4][CH:5]=[C:6]([CH3:18])[C:7]=1[CH2:8][S:9][C:10]1[N:15]=[C:14]([OH:16])[CH:13]=[C:12]([CH3:17])[N:11]=1.[C:19](Cl)(=[O:21])[CH3:20].C(N(CC)CC)C. Product: [C:19]([O:16][C:14]1[CH:13]=[C:12]([CH3:17])[N:11]=[C:10]([S:9][CH2:8][C:7]2[C:6]([CH3:18])=[CH:5][N:4]=[CH:3][C:2]=2[Cl:1])[N:15]=1)(=[O:21])[CH3:20]. The catalyst class is: 4. (4) The catalyst class is: 2. Reactant: [F:1][C:2]([F:30])([C:11]1[CH:16]=[C:15]([N+:17]([O-:19])=[O:18])[CH:14]=[C:13]([O:20]CC2C=CC(OC)=CC=2)[CH:12]=1)[C:3]1[CH:4]=[C:5]([CH:8]=[CH:9][CH:10]=1)[C:6]#[N:7].C(O)(C(F)(F)F)=O. Product: [F:1][C:2]([F:30])([C:11]1[CH:16]=[C:15]([N+:17]([O-:19])=[O:18])[CH:14]=[C:13]([OH:20])[CH:12]=1)[C:3]1[CH:4]=[C:5]([CH:8]=[CH:9][CH:10]=1)[C:6]#[N:7].